Predict the product of the given reaction. From a dataset of Forward reaction prediction with 1.9M reactions from USPTO patents (1976-2016). (1) Given the reactants [CH2:1]([O:3][C:4]1[C:5](/[C:18](/[CH2:31][CH3:32])=[C:19](/[F:30])\[CH:20]=[CH:21]\[C:22](\[CH3:29])=[CH:23]\[C:24]([O:26]CC)=[O:25])=[CH:6][C:7]2[C:8]([CH2:16][CH3:17])=[CH:9][CH2:10][C:11]([CH3:15])([CH3:14])[C:12]=2[CH:13]=1)[CH3:2].[OH-].[Na+], predict the reaction product. The product is: [CH2:1]([O:3][C:4]1[C:5](/[C:18](/[CH2:31][CH3:32])=[C:19](/[F:30])\[CH:20]=[CH:21]\[C:22](\[CH3:29])=[CH:23]\[C:24]([OH:26])=[O:25])=[CH:6][C:7]2[C:8]([CH2:16][CH3:17])=[CH:9][CH2:10][C:11]([CH3:15])([CH3:14])[C:12]=2[CH:13]=1)[CH3:2]. (2) Given the reactants [N:1]1([CH2:7][C:8]2[CH:13]=[CH:12][N:11]=[C:10]([NH:14]C(=O)OC(C)(C)C)[CH:9]=2)[CH2:6][CH2:5][O:4][CH2:3][CH2:2]1, predict the reaction product. The product is: [N:1]1([CH2:7][C:8]2[CH:13]=[CH:12][N:11]=[C:10]([NH2:14])[CH:9]=2)[CH2:6][CH2:5][O:4][CH2:3][CH2:2]1. (3) Given the reactants Br[CH2:2][C:3](=O)[CH2:4][CH2:5][CH2:6][CH2:7][CH2:8][CH2:9][CH2:10][CH2:11][CH2:12][CH2:13][CH3:14].[O:16]1CCO[CH:17]1[C:21]1[CH:26]=[CH:25][C:24]([C:27](=[S:29])[NH2:28])=[CH:23][CH:22]=1, predict the reaction product. The product is: [CH2:4]([C:3]1[N:28]=[C:27]([C:24]2[CH:25]=[CH:26][C:21]([CH:17]=[O:16])=[CH:22][CH:23]=2)[S:29][CH:2]=1)[CH2:5][CH2:6][CH2:7][CH2:8][CH2:9][CH2:10][CH2:11][CH2:12][CH2:13][CH3:14]. (4) Given the reactants Br[C:2]1[CH:3]=[C:4]([C:8]2[N:13]=[C:12]([C:14]3[CH:19]=[CH:18][C:17]([Cl:20])=[C:16]([CH3:21])[CH:15]=3)[CH:11]=[C:10]([CH3:22])[N:9]=2)[CH:5]=[CH:6][CH:7]=1.[NH2:23][C:24]1[CH:29]=[CH:28][C:27](B2OC(C)(C)C(C)(C)O2)=[CH:26][N:25]=1, predict the reaction product. The product is: [Cl:20][C:17]1[CH:18]=[CH:19][C:14]([C:12]2[CH:11]=[C:10]([CH3:22])[N:9]=[C:8]([C:4]3[CH:3]=[C:2]([C:27]4[CH:28]=[CH:29][C:24]([NH2:23])=[N:25][CH:26]=4)[CH:7]=[CH:6][CH:5]=3)[N:13]=2)=[CH:15][C:16]=1[CH3:21].